This data is from HIV replication inhibition screening data with 41,000+ compounds from the AIDS Antiviral Screen. The task is: Binary Classification. Given a drug SMILES string, predict its activity (active/inactive) in a high-throughput screening assay against a specified biological target. (1) The drug is COc1ccc(Cc2nnc(C)c3c(C)n[nH]c23)cc1. The result is 0 (inactive). (2) The drug is Cc1ccc(S(=O)(=O)Nc2ccccc2C(C)(C)C)cc1. The result is 0 (inactive). (3) The molecule is CC(C)(C)c1cc(C(O)(C(F)(F)F)C(F)(F)F)c(S)c(C(O)(C(F)(F)F)C(F)(F)F)c1. The result is 0 (inactive). (4) The drug is NCCn1ccc(NC(c2ccccc2)(c2ccccc2)c2ccccc2)nc1=O. The result is 0 (inactive). (5) The result is 0 (inactive). The compound is CCOC(=O)C1(C)C(=O)CC2c3nc4ccccc4cc3CN2C1=O.